Dataset: Full USPTO retrosynthesis dataset with 1.9M reactions from patents (1976-2016). Task: Predict the reactants needed to synthesize the given product. (1) Given the product [C:19]([C:18]1[CH:21]=[CH:22][C:15]([C:12](=[O:14])/[CH:13]=[C:3](\[OH:5])/[C:2]([O:9][CH2:10][CH3:11])=[O:8])=[CH:16][CH:17]=1)#[N:20], predict the reactants needed to synthesize it. The reactants are: [Na].[C:2]([O:9][CH2:10][CH3:11])(=[O:8])[C:3]([O:5]CC)=O.[C:12]([C:15]1[CH:22]=[CH:21][C:18]([C:19]#[N:20])=[CH:17][CH:16]=1)(=[O:14])[CH3:13].CCOCC. (2) Given the product [CH:13]1[C:12]2[C:14]3[CH2:20][CH2:19][CH2:18][CH2:17][CH2:16][C:15]=3[N:10]3[C:11]=2[C:6]([CH2:7][CH2:8][CH2:9]3)=[CH:5][C:4]=1[NH2:1], predict the reactants needed to synthesize it. The reactants are: [N+:1]([C:4]1[CH:5]=[C:6]2[C:11]3=[C:12]([C:14]4[CH2:20][CH2:19][CH2:18][CH2:17][CH2:16][C:15]=4[N:10]3[CH2:9][CH2:8][CH2:7]2)[CH:13]=1)([O-])=O.